From a dataset of Forward reaction prediction with 1.9M reactions from USPTO patents (1976-2016). Predict the product of the given reaction. (1) Given the reactants [CH3:1][C:2]([CH3:13])([CH3:12])[C:3]([NH:5][C:6]1[S:7][C:8]([CH3:11])=[CH:9][N:10]=1)=[O:4].ClC1C=C2C(N=CC=C2)=C2C=1C=CC=N2.C(=O)([O-])[O-].[Cs+].[Cs+].Br[C:36]1[S:37][C:38]([CH3:41])=[CH:39][CH:40]=1.[OH-].[NH4+].O, predict the reaction product. The product is: [CH3:1][C:2]([CH3:13])([CH3:12])[C:3](/[N:5]=[C:6]1\[S:7][C:8]([CH3:11])=[CH:9][N:10]\1[C:36]1[S:37][C:38]([CH3:41])=[CH:39][CH:40]=1)=[O:4]. (2) The product is: [F:1][C:2]1[CH:10]=[CH:9][C:8]2[NH:7][C:6]3[C:11]([C:27]#[N:28])=[CH:12][N:13]=[C:14]([NH:15][C@@H:16]4[CH2:25][CH2:24][C:19](=[O:20])[CH2:18][C@H:17]4[CH3:26])[C:5]=3[C:4]=2[CH:3]=1. Given the reactants [F:1][C:2]1[CH:10]=[CH:9][C:8]2[NH:7][C:6]3[C:11]([C:27]#[N:28])=[CH:12][N:13]=[C:14]([NH:15][C@@H:16]4[CH2:25][CH2:24][C:19]5(OCC[O:20]5)[CH2:18][C@H:17]4[CH3:26])[C:5]=3[C:4]=2[CH:3]=1.Cl, predict the reaction product. (3) The product is: [C:30]([C:34]1[CH:39]=[CH:38][C:37]([N:40]2[CH2:45][CH2:44][C:43]([CH3:47])([CH3:46])[C:42]([C:8](=[O:10])[CH:7]([C:1]3[CH:2]=[CH:3][CH:4]=[CH:5][CH:6]=3)[C:11]3[CH:16]=[CH:15][CH:14]=[CH:13][CH:12]=3)=[CH:41]2)=[CH:36][CH:35]=1)([CH3:33])([CH3:31])[CH3:32]. Given the reactants [C:1]1([CH:7]([C:11]2[CH:16]=[CH:15][CH:14]=[CH:13][CH:12]=2)[C:8]([OH:10])=O)[CH:6]=[CH:5][CH:4]=[CH:3][CH:2]=1.FC(F)(F)C(OC(=O)C(F)(F)F)=O.[C:30]([C:34]1[CH:39]=[CH:38][C:37]([N:40]2[CH:45]=[CH:44][C:43]([CH3:47])([CH3:46])[CH2:42][CH2:41]2)=[CH:36][CH:35]=1)([CH3:33])([CH3:32])[CH3:31].C(N(CC)CC)C, predict the reaction product. (4) Given the reactants [N:1]([CH2:4][C:5]1[CH:10]=[CH:9][CH:8]=[C:7]([CH2:11][O:12][Si:13]([C:16]([CH3:19])([CH3:18])[CH3:17])([CH3:15])[CH3:14])[N:6]=1)=[N+]=[N-], predict the reaction product. The product is: [NH2:1][CH2:4][C:5]1[CH:10]=[CH:9][CH:8]=[C:7]([CH2:11][O:12][Si:13]([C:16]([CH3:19])([CH3:18])[CH3:17])([CH3:14])[CH3:15])[N:6]=1.